Dataset: Catalyst prediction with 721,799 reactions and 888 catalyst types from USPTO. Task: Predict which catalyst facilitates the given reaction. (1) Reactant: [CH2:1]([N:8]1[CH2:13][CH2:12][CH:11]([NH2:14])[CH2:10][CH2:9]1)[C:2]1[CH:7]=[CH:6][CH:5]=[CH:4][CH:3]=1.[CH3:15][N:16]([CH2:18][C:19](O)=[O:20])[CH3:17].ON1C2C=CC=CC=2N=N1.C(N(CC)CC)C.Cl.C(N=C=NCCCN(C)C)C.C(=O)([O-])O.[Na+]. Product: [CH2:1]([N:8]1[CH2:13][CH2:12][CH:11]([NH:14][C:19](=[O:20])[CH2:18][N:16]([CH3:17])[CH3:15])[CH2:10][CH2:9]1)[C:2]1[CH:3]=[CH:4][CH:5]=[CH:6][CH:7]=1. The catalyst class is: 4. (2) The catalyst class is: 7. Reactant: [NH2:1][C:2]1[CH:3]=[C:4]([OH:8])[CH:5]=[CH:6][CH:7]=1.C(=O)([O-])[O-].[Cs+].[Cs+].[CH2:15]([O:22][C:23]1[CH:32]=[C:31]2[C:26]([C:27](Cl)=[N:28][CH:29]=[N:30]2)=[CH:25][C:24]=1[O:34][CH3:35])[C:16]1[CH:21]=[CH:20][CH:19]=[CH:18][CH:17]=1. Product: [CH2:15]([O:22][C:23]1[CH:32]=[C:31]2[C:26]([C:27]([O:8][C:4]3[CH:3]=[C:2]([CH:7]=[CH:6][CH:5]=3)[NH2:1])=[N:28][CH:29]=[N:30]2)=[CH:25][C:24]=1[O:34][CH3:35])[C:16]1[CH:21]=[CH:20][CH:19]=[CH:18][CH:17]=1. (3) Reactant: [CH2:1]([O:3][C:4]([C:6]1[NH:7][C:8]2[C:13]([CH:14]=1)=[CH:12][C:11]([C:15]1[CH:20]=[CH:19][N:18]=[CH:17][CH:16]=1)=[CH:10][CH:9]=2)=[O:5])[CH3:2].[Br:21][CH:22]([CH3:24])[CH3:23]. Product: [Br-:21].[CH2:1]([O:3][C:4]([C:6]1[NH:7][C:8]2[C:13]([CH:14]=1)=[CH:12][C:11]([C:15]1[CH:20]=[CH:19][N+:18]([CH:22]([CH3:24])[CH3:23])=[CH:17][CH:16]=1)=[CH:10][CH:9]=2)=[O:5])[CH3:2]. The catalyst class is: 9. (4) Reactant: [CH3:1][C:2]([CH3:5])([O-])C.[Na+].[CH3:7][O:8][C:9]1[CH:14]=[CH:13][C:12]([SH:15])=[CH:11][CH:10]=1.BrC1CC1. Product: [CH:5]1([S:15][C:12]2[CH:13]=[CH:14][C:9]([O:8][CH3:7])=[CH:10][CH:11]=2)[CH2:2][CH2:1]1. The catalyst class is: 14. (5) Reactant: N[C:2]1[CH:7]=[CH:6][C:5]([N:8]2[CH:13]=[CH:12][C:11]([O:14][CH2:15][C:16]3[CH:21]=[CH:20][C:19]([F:22])=[CH:18][CH:17]=3)=[CH:10][C:9]2=[O:23])=[CH:4][C:3]=1[NH:24][CH3:25].[Cl:26][C:27]([Cl:33])([Cl:32])[C:28](=[NH:31])OC.O. Product: [F:22][C:19]1[CH:18]=[CH:17][C:16]([CH2:15][O:14][C:11]2[CH:12]=[CH:13][N:8]([C:5]3[CH:6]=[CH:7][C:2]4[N:31]=[C:28]([C:27]([Cl:26])([Cl:32])[Cl:33])[N:24]([CH3:25])[C:3]=4[CH:4]=3)[C:9](=[O:23])[CH:10]=2)=[CH:21][CH:20]=1. The catalyst class is: 52.